Predict the reactants needed to synthesize the given product. From a dataset of Full USPTO retrosynthesis dataset with 1.9M reactions from patents (1976-2016). (1) Given the product [OH:36][CH2:35][CH2:34][N:28]1[CH2:33][CH2:32][N:31]([C:22]([C:19]2[CH:20]=[CH:21][C:16]3[O:15][CH2:14][CH2:13][N:12]4[CH:25]=[C:9]([C:8]5[N:4]([CH2:3][C:2]([F:26])([F:1])[F:27])[N:5]=[CH:6][N:7]=5)[N:10]=[C:11]4[C:17]=3[CH:18]=2)=[O:23])[CH2:30][CH2:29]1, predict the reactants needed to synthesize it. The reactants are: [F:1][C:2]([F:27])([F:26])[CH2:3][N:4]1[C:8]([C:9]2[N:10]=[C:11]3[C:17]4[CH:18]=[C:19]([C:22](O)=[O:23])[CH:20]=[CH:21][C:16]=4[O:15][CH2:14][CH2:13][N:12]3[CH:25]=2)=[N:7][CH:6]=[N:5]1.[N:28]1([CH2:34][CH2:35][OH:36])[CH2:33][CH2:32][NH:31][CH2:30][CH2:29]1. (2) Given the product [NH2:7][C:6]1[C:5]([N+:9]([O-:11])=[O:10])=[CH:4][C:3]([F:12])=[C:2]([O:19][C:20]2[CH:27]=[CH:26][C:23]([CH:24]=[O:25])=[CH:22][CH:21]=2)[CH:8]=1, predict the reactants needed to synthesize it. The reactants are: Cl[C:2]1[C:3]([F:12])=[CH:4][C:5]([N+:9]([O-:11])=[O:10])=[C:6]([CH:8]=1)[NH2:7].CC(C)([O-])C.[K+].[OH:19][C:20]1[CH:27]=[CH:26][C:23]([CH:24]=[O:25])=[CH:22][CH:21]=1.O. (3) Given the product [CH2:1]([O:3][C:4]([C:6]1[N:7]([C:26]2[CH:31]=[CH:30][C:29]([O:32][CH:33]([CH3:35])[CH3:34])=[CH:28][CH:27]=2)[C:8]2[C:13]([C:14]=1/[CH:37]=[CH:36]/[C:38]1[CH:43]=[CH:42][N:41]=[CH:40][CH:39]=1)=[CH:12][C:11]([C:16]1[CH:21]=[CH:20][C:19]([C:22]([F:25])([F:24])[F:23])=[CH:18][N:17]=1)=[CH:10][CH:9]=2)=[O:5])[CH3:2], predict the reactants needed to synthesize it. The reactants are: [CH2:1]([O:3][C:4]([C:6]1[N:7]([C:26]2[CH:31]=[CH:30][C:29]([O:32][CH:33]([CH3:35])[CH3:34])=[CH:28][CH:27]=2)[C:8]2[C:13]([C:14]=1I)=[CH:12][C:11]([C:16]1[CH:21]=[CH:20][C:19]([C:22]([F:25])([F:24])[F:23])=[CH:18][N:17]=1)=[CH:10][CH:9]=2)=[O:5])[CH3:2].[CH:36]([C:38]1[CH:43]=[CH:42][N:41]=[CH:40][CH:39]=1)=[CH2:37]. (4) Given the product [CH2:1]([NH:8][C:12]([C:14]1[C:18]([CH2:19][N:20]2[CH2:21][CH:22]3[CH2:27][N:26]([C:28]([O:30][CH:31]([C:36]([F:39])([F:38])[F:37])[C:32]([F:33])([F:34])[F:35])=[O:29])[CH2:25][CH:23]3[CH2:24]2)=[CH:17][N:16]([CH2:40][CH3:41])[N:15]=1)=[O:11])[C:2]1[CH:7]=[CH:6][CH:5]=[CH:4][CH:3]=1, predict the reactants needed to synthesize it. The reactants are: [CH2:1]([NH2:8])[C:2]1[CH:7]=[CH:6][CH:5]=[CH:4][CH:3]=1.C([O:11][C:12]([C:14]1[C:18]([CH2:19][N:20]2[CH2:24][CH:23]3[CH2:25][N:26]([C:28]([O:30][CH:31]([C:36]([F:39])([F:38])[F:37])[C:32]([F:35])([F:34])[F:33])=[O:29])[CH2:27][CH:22]3[CH2:21]2)=[CH:17][N:16]([CH2:40][CH3:41])[N:15]=1)=O)C. (5) Given the product [CH:32]1([O:6][N:7]2[C:12]([CH3:13])([CH3:14])[CH2:11][CH:10]([O:15][CH3:16])[CH2:9][C:8]2([CH3:18])[CH3:17])[CH2:31][CH2:10][CH2:9][CH2:8][CH2:17]1, predict the reactants needed to synthesize it. The reactants are: CS(O)(=O)=O.[OH:6][N:7]1[C:12]([CH3:14])([CH3:13])[CH2:11][CH:10]([O:15][CH3:16])[CH2:9][C:8]1([CH3:18])[CH3:17].OO.S([O-])([O-])=O.[Na+].[Na+].C(O[CH2:31][CH3:32])(=O)C. (6) Given the product [CH2:1]([C:5]12[CH2:22][C:21](=[O:23])[C:20]([CH3:24])=[C:6]1[C:7]1[C:12]([CH2:13][CH2:14]2)=[C:11]([CH3:15])[C:10]([OH:16])=[CH:9][CH:8]=1)[CH2:2][CH2:3][CH3:4], predict the reactants needed to synthesize it. The reactants are: [CH2:1]([C:5]12[CH2:22][C:21](=[O:23])[C:20]([CH3:24])=[C:6]1[C:7]1[C:12]([CH2:13][CH2:14]2)=[C:11]([CH3:15])[C:10]([O:16]COC)=[CH:9][CH:8]=1)[CH2:2][CH2:3][CH3:4].Cl. (7) Given the product [C:18]1([N:4]2[CH2:5][C:6]3[CH:11]=[CH:10][C:9]([C:12]([O:14][CH3:15])=[O:13])=[CH:8][C:7]=3[O:1][CH2:2][CH2:3]2)[CH:23]=[CH:22][CH:21]=[CH:20][CH:19]=1, predict the reactants needed to synthesize it. The reactants are: [O:1]1[C:7]2[CH:8]=[C:9]([C:12]([O:14][CH3:15])=[O:13])[CH:10]=[CH:11][C:6]=2[CH2:5][NH:4][CH2:3][CH2:2]1.CC1(C)[C:23]2[C:18](=[C:19](P([C:18]3[CH:23]=[CH:22][CH:21]=[CH:20][CH:19]=3)[C:18]3[CH:23]=[CH:22][CH:21]=[CH:20][CH:19]=3)[CH:20]=[CH:21][CH:22]=2)O[C:19]2[C:20](P([C:18]3[CH:23]=[CH:22][CH:21]=[CH:20][CH:19]=3)[C:18]3[CH:23]=[CH:22][CH:21]=[CH:20][CH:19]=3)=[CH:21][CH:22]=[CH:23][C:18]1=2.C([O-])([O-])=O.[Cs+].[Cs+].BrC1C=CC=CC=1.